This data is from Forward reaction prediction with 1.9M reactions from USPTO patents (1976-2016). The task is: Predict the product of the given reaction. (1) Given the reactants [F:1][C:2]1[CH:3]=[CH:4][C:5]2[NH:11][C:10]3[CH:12]=[CH:13][C:14]([CH:16]([CH3:18])[CH3:17])=[CH:15][C:9]=3[C:8]([N:19]3[CH2:24][CH2:23][NH:22][C@@H:21]([CH2:25][CH2:26][C:27]4[CH:32]=[CH:31][C:30]([F:33])=[CH:29][CH:28]=4)[CH2:20]3)=[N:7][C:6]=2[CH:34]=1.[C:35]([O:38][BH-]([O:38][C:35](=[O:37])[CH3:36])[O:38][C:35](=[O:37])[CH3:36])(=[O:37])[CH3:36].[Na+].[CH2:49]=[O:50].[Cl-].[Na+].[OH2:53], predict the reaction product. The product is: [C:35]([OH:38])(=[O:37])[CH2:36][CH2:2][C:49]([OH:53])=[O:50].[F:1][C:2]1[CH:3]=[CH:4][C:5]2[NH:11][C:10]3[CH:12]=[CH:13][C:14]([CH:16]([CH3:18])[CH3:17])=[CH:15][C:9]=3[C:8]([N:19]3[CH2:24][CH2:23][N:22]([CH3:35])[C@@H:21]([CH2:25][CH2:26][C:27]4[CH:28]=[CH:29][C:30]([F:33])=[CH:31][CH:32]=4)[CH2:20]3)=[N:7][C:6]=2[CH:34]=1. (2) Given the reactants [CH2:1]([O:4][C:5]1[CH:10]=[CH:9][C:8](CCl)=[CH:7][C:6]=1C)[CH:2]=[CH2:3].N[C:15](N)=[S:16].O.N.[CH2:20](O)C, predict the reaction product. The product is: [CH2:1]([O:4][C:5]1[CH:6]=[CH:7][C:8]([CH2:15][SH:16])=[C:9]([CH3:20])[CH:10]=1)[CH:2]=[CH2:3]. (3) Given the reactants [CH:1]1(B(O)O)[CH2:3][CH2:2]1.[Br:7][C:8]1[CH:9]=[C:10]2[CH:16]=[CH:15][NH:14][C:11]2=[N:12][CH:13]=1.C([O-])([O-])=O.[Na+].[Na+].N1C=CC=CC=1C1C=CC=CN=1, predict the reaction product. The product is: [Br:7][C:8]1[CH:9]=[C:10]2[CH:16]=[CH:15][N:14]([CH:1]3[CH2:3][CH2:2]3)[C:11]2=[N:12][CH:13]=1. (4) Given the reactants [Br:1][C:2]1[C:7](=[O:8])[NH:6][CH:5]=[C:4]([C:9]([O:11][CH3:12])=[O:10])[CH:3]=1.[CH3:13]N(C=O)C.C(N(CC)CC)C.COS(OC)(=O)=O, predict the reaction product. The product is: [Br:1][C:2]1[C:7](=[O:8])[N:6]([CH3:13])[CH:5]=[C:4]([C:9]([O:11][CH3:12])=[O:10])[CH:3]=1. (5) Given the reactants C(O[C@H:5]1[C@H:10]([NH:11][C:12]([NH:14][CH3:15])=[S:13])[C@@H:9]([O:16][C:17](=[O:19])[CH3:18])[C@H:8]([O:20][C:21](=[O:23])[CH3:22])[C@@H:7]([CH2:24][O:25][C:26](=[O:28])[CH3:27])[O:6]1)(=O)C.Cl[Sn](Cl)(Cl)Cl, predict the reaction product. The product is: [C:21]([O:20][C@@H:8]1[C@@H:7]([CH2:24][O:25][C:26](=[O:28])[CH3:27])[O:6][CH:5]2[CH:10]([N:11]=[C:12]([NH:14][CH3:15])[S:13]2)[C@H:9]1[O:16][C:17](=[O:19])[CH3:18])(=[O:23])[CH3:22]. (6) Given the reactants Br[CH:2]1[C:8](=O)[CH2:7][CH2:6][C:5]2[CH:10]=[C:11]([N:14]3[CH2:18][C@H:17]([CH2:19][NH:20][C:21](=[O:23])[CH3:22])[O:16][C:15]3=[O:24])[CH:12]=[CH:13][C:4]=2[CH2:3]1.[C:25]([NH2:28])(=[S:27])[CH3:26].C(=O)(O)[O-].[Na+], predict the reaction product. The product is: [CH3:26][C:25]1[S:27][C:2]2[CH2:3][C:4]3[CH:13]=[CH:12][C:11]([N:14]4[CH2:18][C@H:17]([CH2:19][NH:20][C:21](=[O:23])[CH3:22])[O:16][C:15]4=[O:24])=[CH:10][C:5]=3[CH2:6][CH2:7][C:8]=2[N:28]=1. (7) Given the reactants [NH:1](C(OC(C)(C)C)=O)[C@H:2]([C:17]([N:19]1[CH2:27][CH2:26][CH2:25][C@H:20]1[C:21]([O:23]C)=[O:22])=[O:18])[CH2:3][CH2:4][CH2:5][NH:6][C:7]([O:9][CH2:10][C:11]1[CH:16]=[CH:15][CH:14]=[CH:13][CH:12]=1)=[O:8].C(=O)=O, predict the reaction product. The product is: [NH2:1][C@H:2]([C:17]([N:19]1[CH2:27][CH2:26][CH2:25][C@H:20]1[C:21]([OH:23])=[O:22])=[O:18])[CH2:3][CH2:4][CH2:5][NH:6][C:7]([O:9][CH2:10][C:11]1[CH:16]=[CH:15][CH:14]=[CH:13][CH:12]=1)=[O:8]. (8) Given the reactants ClC1C=C(C=CC=1)C(OO)=[O:6].[Cl:12][C:13]1[C:20]([O:21][CH3:22])=[CH:19][CH:18]=[CH:17][C:14]=1C=O, predict the reaction product. The product is: [Cl:12][C:13]1[C:20]([O:21][CH3:22])=[CH:19][CH:18]=[CH:17][C:14]=1[OH:6]. (9) Given the reactants CC(C)[C@H:3]([N:8]1[CH2:16][C:15]2[C:10](=[CH:11][C:12]([C:17]3[CH:22]=[CH:21][C:20]([N+:23]([O-:25])=[O:24])=[CH:19][CH:18]=3)=[CH:13][CH:14]=2)[C:9]1=[O:26])[C:4]([O:6][CH3:7])=[O:5].Br[CH2:29][C:30]1C=CC(C2C=CC([N+]([O-])=O)=CC=2)=C[C:31]=1C(OC)=O.Cl.NC1(C(OC)=O)CCC1, predict the reaction product. The product is: [N+:23]([C:20]1[CH:19]=[CH:18][C:17]([C:12]2[CH:11]=[C:10]3[C:15]([CH2:16][N:8]([C:3]4([C:4]([O:6][CH3:7])=[O:5])[CH2:31][CH2:30][CH2:29]4)[C:9]3=[O:26])=[CH:14][CH:13]=2)=[CH:22][CH:21]=1)([O-:25])=[O:24]. (10) Given the reactants [CH3:1][C:2](/[CH:4]=[N:5]/O)=O.[CH3:7][C:8]1([CH3:16])[CH2:13][C:12](=O)[CH2:11][C:10](=[O:15])[CH2:9]1, predict the reaction product. The product is: [CH3:1][C:2]1[C:11]2[C:10](=[O:15])[CH2:9][C:8]([CH3:7])([CH3:16])[CH2:13][C:12]=2[NH:5][CH:4]=1.